From a dataset of Full USPTO retrosynthesis dataset with 1.9M reactions from patents (1976-2016). Predict the reactants needed to synthesize the given product. (1) Given the product [Cl:3][C:4]1[N:9]=[C:8]([S:10][CH3:11])[C:7]2[N:12]([CH3:15])[CH:13]=[N:14][C:6]=2[CH:5]=1, predict the reactants needed to synthesize it. The reactants are: IC.[Cl:3][C:4]1[N:9]=[C:8]([S:10][CH3:11])[C:7]2[NH:12][CH:13]=[N:14][C:6]=2[CH:5]=1.[C:15](=O)([O-])[O-].[K+].[K+]. (2) Given the product [ClH:1].[NH2:2][C@@H:3]1[C:9](=[O:10])[N:8]2[CH2:11][CH2:12][CH2:13][CH2:14][C@@H:7]2[CH:6]=[CH:5][CH2:4][CH2:15]1, predict the reactants needed to synthesize it. The reactants are: [ClH:1].[NH2:2][C@@H:3]1[C:9](=[O:10])[N:8]2[CH2:11][CH2:12][CH2:13][CH2:14][C@@H:7]2[CH:6]=[CH:5][CH2:4]1.[C:15](OC(N[C@@H](CCC=C)C(O)=O)=O)(C)(C)C. (3) The reactants are: COC1C=CC(C[CH:8]([CH2:12][C:13]2[CH:18]=[CH:17][C:16]([O:19][C:20](=[O:36])[C@H:21]([CH:33]([CH3:35])[CH3:34])[NH:22][C:23]([O:25][CH2:26][C:27]3[CH:32]=[CH:31][CH:30]=[CH:29][CH:28]=3)=[O:24])=[C:15]([O:37][C:38](=[O:54])[C@H:39]([CH:51]([CH3:53])[CH3:52])[NH:40][C:41]([O:43][CH2:44][C:45]3[CH:50]=[CH:49][CH:48]=[CH:47][CH:46]=3)=[O:42])[CH:14]=2)[C:9]([O-:11])=[O:10])=CC=1.C(O)(C(F)(F)F)=O. Given the product [C:41]([NH:40][C@H:39]([C:38]([O:37][C:15]1[CH:14]=[C:13]([CH:18]=[CH:17][C:16]=1[O:19][C:20](=[O:36])[C@H:21]([CH:33]([CH3:35])[CH3:34])[NH:22][C:23]([O:25][CH2:26][C:27]1[CH:32]=[CH:31][CH:30]=[CH:29][CH:28]=1)=[O:24])[CH2:12][CH2:8][C:9]([OH:11])=[O:10])=[O:54])[CH:51]([CH3:52])[CH3:53])([O:43][CH2:44][C:45]1[CH:46]=[CH:47][CH:48]=[CH:49][CH:50]=1)=[O:42], predict the reactants needed to synthesize it. (4) Given the product [CH2:1]([O:3][C:4](=[O:18])[CH2:5][CH2:6][CH2:7][C:9]1[CH:14]=[CH:13][C:12]([Br:15])=[CH:11][C:10]=1[O:16][CH3:17])[CH3:2], predict the reactants needed to synthesize it. The reactants are: [CH2:1]([O:3][C:4](=[O:18])[CH2:5][CH2:6][C:7]([C:9]1[CH:14]=[CH:13][C:12]([Br:15])=[CH:11][C:10]=1[O:16][CH3:17])=O)[CH3:2].FC(F)(F)C(O)=O.C([SiH](CC)CC)C.C(=O)(O)[O-].[Na+].